This data is from Catalyst prediction with 721,799 reactions and 888 catalyst types from USPTO. The task is: Predict which catalyst facilitates the given reaction. (1) Reactant: [CH3:1][O:2][C:3](=[O:11])[C:4]1[CH:9]=[CH:8][C:7]([NH2:10])=[N:6][CH:5]=1.[F:12][C:13]1[CH:14]=[C:15]([CH:21]=O)[C:16]([O:19][CH3:20])=[N:17][CH:18]=1.FC(F)(F)C(O)=O.C([SiH](CC)CC)C. Product: [CH3:1][O:2][C:3](=[O:11])[C:4]1[CH:9]=[CH:8][C:7]([NH:10][CH2:21][C:15]2[C:16]([O:19][CH3:20])=[N:17][CH:18]=[C:13]([F:12])[CH:14]=2)=[N:6][CH:5]=1. The catalyst class is: 192. (2) Product: [F:30][C:28]([F:31])([F:29])[C:26]1[CH:25]=[C:6]([CH:5]=[C:4]([C:3]([F:33])([F:2])[F:32])[CH:27]=1)[CH2:7][N:8]1[CH2:21][CH2:22][CH2:23][NH:24][C:16]2[N:15]=[C:14]([S:18][CH3:19])[N:13]=[C:12]([Cl:20])[C:11]=2[C:9]1=[O:10]. The catalyst class is: 42. Reactant: Cl.[F:2][C:3]([F:33])([F:32])[C:4]1[CH:5]=[C:6]([CH:25]=[C:26]([C:28]([F:31])([F:30])[F:29])[CH:27]=1)[CH2:7][N:8]([CH2:21][CH2:22][CH2:23][NH2:24])[C:9]([C:11]1[C:12]([Cl:20])=[N:13][C:14]([S:18][CH3:19])=[N:15][C:16]=1Cl)=[O:10].C(=O)([O-])[O-].[K+].[K+].